This data is from Forward reaction prediction with 1.9M reactions from USPTO patents (1976-2016). The task is: Predict the product of the given reaction. Given the reactants [CH3:1][O:2][C:3]1[CH:4]=[C:5]2[C:10](=[CH:11][C:12]=1[O:13][CH3:14])[N:9]=[CH:8][CH:7]=[C:6]2[O:15][C:16]1[CH:22]=[CH:21][C:19]([NH2:20])=[C:18]([CH3:23])[C:17]=1[CH3:24].[CH2:25](N(CC)CC)C.[C:32](Cl)(Cl)=[S:33].[NH2:36][CH2:37][CH2:38][CH2:39][N:40]1[CH2:44][CH2:43][CH2:42][CH2:41]1, predict the reaction product. The product is: [CH3:1][O:2][C:3]1[CH:4]=[C:5]2[C:10](=[CH:11][C:12]=1[O:13][CH3:14])[N:9]=[CH:8][CH:7]=[C:6]2[O:15][C:16]1[CH:22]=[CH:21][C:19]([NH:20][C:32]([NH:36][CH2:37][CH2:38][CH2:39][N:40]2[CH2:44][CH2:43][CH2:42][CH2:41][CH2:25]2)=[S:33])=[C:18]([CH3:23])[C:17]=1[CH3:24].